This data is from Catalyst prediction with 721,799 reactions and 888 catalyst types from USPTO. The task is: Predict which catalyst facilitates the given reaction. Reactant: [O:1]1[C:5]2[CH:6]=[CH:7][C:8]([C:10]3[CH:15]=[CH:14][C:13]([N:16]4[C:20]([CH2:21][C@@H:22]5[CH2:26][CH2:25][N:24]([C:27]([CH:29]6[CH2:31][CH2:30]6)=[O:28])[CH2:23]5)=[N:19][NH:18][C:17]4=[O:32])=[CH:12][CH:11]=3)=[CH:9][C:4]=2[CH:3]=[CH:2]1.C(=O)([O-])[O-].[K+].[K+].[CH3:39][O:40][CH2:41][CH2:42]Cl. Product: [O:1]1[C:5]2[CH:6]=[CH:7][C:8]([C:10]3[CH:11]=[CH:12][C:13]([N:16]4[C:20]([CH2:21][C@@H:22]5[CH2:26][CH2:25][N:24]([C:27]([CH:29]6[CH2:30][CH2:31]6)=[O:28])[CH2:23]5)=[N:19][N:18]([CH2:42][CH2:41][O:40][CH3:39])[C:17]4=[O:32])=[CH:14][CH:15]=3)=[CH:9][C:4]=2[CH:3]=[CH:2]1. The catalyst class is: 9.